From a dataset of Forward reaction prediction with 1.9M reactions from USPTO patents (1976-2016). Predict the product of the given reaction. (1) Given the reactants [Cl:1][C:2]1[N:3]=[CH:4][C:5]2[C:10]([CH:11]=1)=[C:9]([NH:12][C:13]1[CH2:17][CH2:16][C:15](=[O:18])[CH:14]=1)[CH:8]=[CH:7][CH:6]=2, predict the reaction product. The product is: [Cl:1][C:2]1[N:3]=[CH:4][C:5]2[CH:6]=[CH:7][C:8]3[C:14]4[C:15](=[O:18])[CH2:16][CH2:17][C:13]=4[NH:12][C:9]=3[C:10]=2[CH:11]=1. (2) Given the reactants [C:1]([OH:7])([C:3]([F:6])([F:5])[F:4])=[O:2].[Br:8][C:9]1[C:10]([NH:16][C:17](=[O:29])[C:18]([NH:21][C:22](=O)OC(C)(C)C)([CH3:20])[CH3:19])=[N:11][CH:12]=[C:13]([Br:15])[N:14]=1.S([O-])([O-])(=O)=O.[Na+].[Na+].[O:37]1[CH2:42][CH2:41][CH:40]([CH2:43]C=O)[CH2:39][CH2:38]1.C(O[BH-](OC(=O)C)OC(=O)C)(=O)C.[Na+], predict the reaction product. The product is: [F:4][C:3]([F:6])([F:5])[C:1]([OH:7])=[O:2].[Br:8][C:9]1[C:10]([NH:16][C:17](=[O:29])[C:18]([CH3:19])([NH:21][CH2:22][CH2:43][CH:40]2[CH2:41][CH2:42][O:37][CH2:38][CH2:39]2)[CH3:20])=[N:11][CH:12]=[C:13]([Br:15])[N:14]=1.